Predict the reaction yield, written as a fraction of the theoretical maximum amount of product (1.0 means a 100% yield; for example, 0.34 means a 34% yield). From a dataset of Reaction yield outcomes from USPTO patents with 853,638 reactions. (1) The reactants are [Cl:1][C:2]1[CH:3]=[CH:4][C:5]([N+:14]([O-:16])=[O:15])=[C:6]([CH2:8][C:9](OCC)=[O:10])[CH:7]=1.[H-].C([Al+]CC(C)C)C(C)C.C1(C)C=CC=CC=1. The catalyst is C(OCC)C. The product is [Cl:1][C:2]1[CH:3]=[CH:4][C:5]([N+:14]([O-:16])=[O:15])=[C:6]([CH2:8][CH:9]=[O:10])[CH:7]=1. The yield is 0.700. (2) The reactants are [CH2:1]([O:8][C:9]1[C:10](=[O:15])[NH:11][CH:12]=[CH:13][CH:14]=1)[C:2]1[CH:7]=[CH:6][CH:5]=[CH:4][CH:3]=1.CS(OC[CH:22]([N:26]=[N+:27]=[N-:28])[CH2:23][CH2:24][CH3:25])(=O)=O.N([CH2:32]CN1C=CC=C(OC)C1=O)=[N+]=[N-]. No catalyst specified. The product is [N:26]([CH2:22][CH2:23][CH2:24][CH2:25][CH2:32][N:11]1[CH:12]=[CH:13][CH:14]=[C:9]([O:8][CH2:1][C:2]2[CH:3]=[CH:4][CH:5]=[CH:6][CH:7]=2)[C:10]1=[O:15])=[N+:27]=[N-:28]. The yield is 0.630. (3) The reactants are IC1N2N=C(C(O)=O)C=C2C=C(C2C=CC=CC=2)C=1.[I:20][C:21]1[C:22]([C:37]([OH:39])=O)=[N:23][N:24]2[C:29]([I:30])=[CH:28][C:27]([C:31]3[CH:36]=[CH:35][CH:34]=[CH:33][CH:32]=3)=[CH:26][C:25]=12.[S:40]1[CH:44]=[CH:43][CH:42]=[C:41]1[CH2:45][NH2:46].C(N(CC)C(C)C)(C)C.F[P-](F)(F)(F)(F)F.Br[P+](N1CCCC1)(N1CCCC1)N1CCCC1. The catalyst is CN(C=O)C.CCOC(C)=O. The product is [S:40]1[CH:44]=[CH:43][CH:42]=[C:41]1[CH2:45][NH:46][C:37]([C:22]1[C:21]([I:20])=[C:25]2[CH:26]=[C:27]([C:31]3[CH:32]=[CH:33][CH:34]=[CH:35][CH:36]=3)[CH:28]=[C:29]([I:30])[N:24]2[N:23]=1)=[O:39]. The yield is 0.0300. (4) The reactants are Br[C:2]1[CH:3]=[CH:4][C:5]2[N:10]([CH2:11][O:12][CH2:13][CH2:14][Si:15]([CH3:18])([CH3:17])[CH3:16])[C:9](=[O:19])[O:8][CH2:7][C:6]=2[CH:20]=1.[CH3:21][N:22]1[C:27](=[O:28])[CH:26]=[C:25]([C:29]2[CH:34]=[CH:33][N:32]=[CH:31][N:30]=2)[N:24]=[C:23]1[O:35][CH:36]1[CH2:41][CH2:40][NH:39][CH2:38][CH2:37]1.C1(P(C2CCCCC2)C2C=CC=CC=2C2C(C(C)C)=CC(C(C)C)=CC=2C(C)C)CCCCC1.CC(C)([O-])C.[Na+]. The catalyst is C1(C)C=CC=CC=1.C1C=CC(/C=C/C(/C=C/C2C=CC=CC=2)=O)=CC=1.C1C=CC(/C=C/C(/C=C/C2C=CC=CC=2)=O)=CC=1.C1C=CC(/C=C/C(/C=C/C2C=CC=CC=2)=O)=CC=1.C(Cl)(Cl)Cl.[Pd].[Pd]. The product is [CH3:21][N:22]1[C:27](=[O:28])[CH:26]=[C:25]([C:29]2[CH:34]=[CH:33][N:32]=[CH:31][N:30]=2)[N:24]=[C:23]1[O:35][CH:36]1[CH2:41][CH2:40][N:39]([C:2]2[CH:3]=[CH:4][C:5]3[N:10]([CH2:11][O:12][CH2:13][CH2:14][Si:15]([CH3:18])([CH3:17])[CH3:16])[C:9](=[O:19])[O:8][CH2:7][C:6]=3[CH:20]=2)[CH2:38][CH2:37]1. The yield is 0.110. (5) The reactants are C1(P(C2C=CC=CC=2)C2C=CC=CC=2)C=CC=CC=1.N(C(OCC)=O)=NC(OCC)=O.[OH:32][C@@H:33]([C:54]1[CH:59]=[CH:58][CH:57]=[CH:56][CH:55]=1)[CH2:34][CH2:35][N:36]1[CH2:41][CH2:40][CH:39]([C:42]2[CH:43]=[C:44]([NH:48][C:49](=[O:53])[CH:50]([CH3:52])[CH3:51])[CH:45]=[CH:46][CH:47]=2)[CH2:38][CH2:37]1.[CH3:60][C:61]([C:63]1[CH:64]=[CH:65][CH:66]=[C:67](O)[CH:68]=1)=[O:62]. The catalyst is C1COCC1. The product is [C:61]([C:63]1[CH:68]=[C:67]([CH:66]=[CH:65][CH:64]=1)[O:32][C@H:33]([C:54]1[CH:55]=[CH:56][CH:57]=[CH:58][CH:59]=1)[CH2:34][CH2:35][N:36]1[CH2:41][CH2:40][CH:39]([C:42]2[CH:43]=[C:44]([NH:48][C:49](=[O:53])[CH:50]([CH3:52])[CH3:51])[CH:45]=[CH:46][CH:47]=2)[CH2:38][CH2:37]1)(=[O:62])[CH3:60]. The yield is 0.399. (6) The reactants are [CH3:1][O:2][C:3]1[CH:4]=[C:5]2[C:10](=[CH:11][C:12]=1[O:13][CH3:14])/[C:9](=[CH:15]\[C:16]([O:18][CH2:19][CH3:20])=[O:17])/[NH:8][CH2:7][CH2:6]2.[N+]([CH2:24][CH3:25])([O-])=O.N1CCCCC1.[OH:32][C:33]1[CH:34]=[C:35]([CH:38]=[CH:39][C:40]=1[N+:41]([O-:43])=[O:42])[CH:36]=O. The catalyst is C(O)C.C(O)(C)C. The product is [OH:32][C:33]1[CH:34]=[C:35]([C:36]2[C:15]([C:16]([O:18][CH2:19][CH3:20])=[O:17])=[C:9]3[C:10]4[C:5](=[CH:4][C:3]([O:2][CH3:1])=[C:12]([O:13][CH3:14])[CH:11]=4)[CH2:6][CH2:7][N:8]3[C:24]=2[CH3:25])[CH:38]=[CH:39][C:40]=1[N+:41]([O-:43])=[O:42]. The yield is 0.810. (7) The reactants are [NH2:1][C:2]1[CH:7]=[CH:6][CH:5]=[CH:4][C:3]=1[C:8]([CH:10]1[CH2:15][CH2:14][N:13]([CH3:16])[CH2:12][CH2:11]1)=O.[NH2:17][C:18](N)=[O:19].[OH-].[Na+]. The catalyst is C(O)(=O)C. The product is [CH3:16][N:13]1[CH2:14][CH2:15][CH:10]([C:8]2[C:3]3[C:2](=[CH:7][CH:6]=[CH:5][CH:4]=3)[NH:1][C:18](=[O:19])[N:17]=2)[CH2:11][CH2:12]1. The yield is 0.970. (8) The reactants are [OH:1][C:2]1[C:3]([CH:20]2[C@H:25]([C:26]([CH3:28])=[CH2:27])[CH2:24][CH2:23][C:22]([CH3:29])=[CH:21]2)=[C:4]([CH:12]=[C:13]([CH2:15][CH2:16][CH2:17][CH2:18][CH3:19])[CH:14]=1)[O:5][CH2:6][C:7]([O:9][CH2:10][CH3:11])=[O:8].C([O-])(O)=[O:31].[Na+]. The catalyst is C(#N)C.O. The product is [CH3:29][C:22]1[CH2:23][CH2:24][C@@H:25]([C:26]([CH3:28])=[CH2:27])[CH:20]([C:3]2[C:2](=[O:1])[CH:14]=[C:13]([CH2:15][CH2:16][CH2:17][CH2:18][CH3:19])[C:12](=[O:31])[C:4]=2[O:5][CH2:6][C:7]([O:9][CH2:10][CH3:11])=[O:8])[CH:21]=1. The yield is 0.200. (9) No catalyst specified. The product is [OH:62][C:58]([CH3:59])([CH3:57])[C:60]#[C:61][C:2]1[CH:3]=[CH:4][C:5]2[O:11][CH2:10][CH2:9][N:8]3[C:12]([CH2:18][N:19]4[CH2:23][CH2:22][CH2:21][C:20]4=[O:24])=[C:13]([C:15]([NH2:17])=[O:16])[N:14]=[C:7]3[C:6]=2[CH:25]=1. The yield is 0.630. The reactants are Br[C:2]1[CH:3]=[CH:4][C:5]2[O:11][CH2:10][CH2:9][N:8]3[C:12]([CH2:18][N:19]4[CH2:23][CH2:22][CH2:21][C:20]4=[O:24])=[C:13]([C:15]([NH2:17])=[O:16])[N:14]=[C:7]3[C:6]=2[CH:25]=1.BrC1C=CC2OCCN3C(CN4C=CN=C4C)=C(C(N)=O)N=C3C=2C=1.N1CCCC1=O.[CH3:57][C:58]([OH:62])([C:60]#[CH:61])[CH3:59]. (10) The reactants are [N+:1]([C:4]1[CH:8]=[N:7][NH:6][C:5]=1[NH2:9])([O-:3])=[O:2].CN(/[CH:13]=[CH:14]/[C:15]([C:17]1[N:22]=[CH:21][CH:20]=[CH:19][CH:18]=1)=O)C.C(OCC)(=O)C. The catalyst is C(O)(=O)C. The product is [N+:1]([C:4]1[CH:8]=[N:7][N:6]2[C:15]([C:17]3[CH:18]=[CH:19][CH:20]=[CH:21][N:22]=3)=[CH:14][CH:13]=[N:9][C:5]=12)([O-:3])=[O:2]. The yield is 0.240.